Dataset: Forward reaction prediction with 1.9M reactions from USPTO patents (1976-2016). Task: Predict the product of the given reaction. (1) Given the reactants C(O)(=O)C.[C:5]12([CH2:15][C:16]([NH:18][C:19]3[CH:28]=[CH:27][CH:26]=[C:25]4[C:20]=3[CH:21]=[CH:22][N:23]([CH2:30][CH2:31][OH:32])[C:24]4=[O:29])=[O:17])[CH2:14][CH:9]3[CH2:10][CH:11]([CH2:13][CH:7]([CH2:8]3)[CH2:6]1)[CH2:12]2, predict the reaction product. The product is: [C:5]12([CH2:15][C:16]([NH:18][C:19]3[CH:28]=[CH:27][CH:26]=[C:25]4[C:20]=3[CH2:21][CH2:22][N:23]([CH2:30][CH2:31][OH:32])[C:24]4=[O:29])=[O:17])[CH2:14][CH:9]3[CH2:8][CH:7]([CH2:13][CH:11]([CH2:10]3)[CH2:12]1)[CH2:6]2. (2) Given the reactants [Br:1][C:2]1[N:7]=[C:6]([C:8](=[O:28])[CH2:9][C:10]2[CH:18]=[C:17]([CH3:19])[C:16]3[C:12](=[CH:13][N:14]([CH2:20][O:21][CH2:22][CH2:23][Si:24]([CH3:27])([CH3:26])[CH3:25])[N:15]=3)[CH:11]=2)[CH:5]=[CH:4][CH:3]=1.[BH4-].[Na+], predict the reaction product. The product is: [Br:1][C:2]1[N:7]=[C:6]([CH:8]([OH:28])[CH2:9][C:10]2[CH:18]=[C:17]([CH3:19])[C:16]3[C:12](=[CH:13][N:14]([CH2:20][O:21][CH2:22][CH2:23][Si:24]([CH3:25])([CH3:27])[CH3:26])[N:15]=3)[CH:11]=2)[CH:5]=[CH:4][CH:3]=1. (3) Given the reactants C[Mg]Br.CC([N:8]([CH2:12][C:13]1[CH:18]=[CH:17][CH:16]=[C:15]([CH2:19][N:20]2[C:28]3[C:23](=[C:24]([C:29](=[O:31])[CH3:30])[CH:25]=[CH:26][CH:27]=3)[C:22]([NH:32][S:33]([C:36]3[S:37][C:38]([Cl:41])=[CH:39][CH:40]=3)(=[O:35])=[O:34])=[N:21]2)[CH:14]=1)C(=O)[O-])(C)C.O1CCOC[CH2:43]1, predict the reaction product. The product is: [NH2:8][CH2:12][C:13]1[CH:14]=[C:15]([CH2:19][N:20]2[C:28]3[C:23](=[C:24]([C:29]([OH:31])([CH3:30])[CH3:43])[CH:25]=[CH:26][CH:27]=3)[C:22]([NH:32][S:33]([C:36]3[S:37][C:38]([Cl:41])=[CH:39][CH:40]=3)(=[O:35])=[O:34])=[N:21]2)[CH:16]=[CH:17][CH:18]=1. (4) Given the reactants [CH3:1][O:2][CH2:3][CH2:4][CH2:5][CH2:6][N:7]1[C:12]2[CH:13]=[C:14]([C:21](O)=[O:22])[C:15]([C:17]([F:20])([F:19])[F:18])=[CH:16][C:11]=2[O:10][C:9]([CH3:25])([CH3:24])[C:8]1=[O:26].ON1C2C=CC=CC=2N=N1.Cl.C(N=C=NCCCN(C)C)C.[NH2:49][C@@H:50]1[CH2:55][CH2:54][CH2:53][N:52]([C:56]([O:58][C:59]([CH3:62])([CH3:61])[CH3:60])=[O:57])[CH2:51]1.S([O-])(O)(=O)=O.[Na+], predict the reaction product. The product is: [CH3:1][O:2][CH2:3][CH2:4][CH2:5][CH2:6][N:7]1[C:12]2[CH:13]=[C:14]([C:21]([NH:49][C@@H:50]3[CH2:55][CH2:54][CH2:53][N:52]([C:56]([O:58][C:59]([CH3:62])([CH3:61])[CH3:60])=[O:57])[CH2:51]3)=[O:22])[C:15]([C:17]([F:20])([F:19])[F:18])=[CH:16][C:11]=2[O:10][C:9]([CH3:24])([CH3:25])[C:8]1=[O:26]. (5) Given the reactants [F:1][C:2]([CH3:28])([CH3:27])[CH2:3][N:4]1[CH2:9][CH2:8][CH:7]([CH2:10][NH:11][C:12]2[CH:17]=[CH:16][C:15](C3C=CC(C(O)=O)=CC=3)=[CH:14][CH:13]=2)[CH2:6][CH2:5]1.CCN=C=NCCCN(C)C.[CH:40]1[CH:41]=[CH:42][C:43]2N(O)N=N[C:44]=2[CH:45]=1.CCN(C(C)C)C(C)C.[NH:59]1[CH2:64][CH2:63][CH2:62][CH2:61][C@@H:60]1[C:65]([NH2:67])=[O:66].CN([CH:71]=[O:72])C, predict the reaction product. The product is: [F:1][C:2]([CH3:28])([CH3:27])[CH2:3][N:4]1[CH2:9][CH2:8][CH:7]([CH2:10][NH:11][C:12]2[CH:17]=[CH:16][C:15]([C:43]3[C:44]([C:71]([N:59]4[CH2:64][CH2:63][CH2:62][CH2:61][C@@H:60]4[C:65]([NH2:67])=[O:66])=[O:72])=[CH:45][CH:40]=[CH:41][CH:42]=3)=[CH:14][CH:13]=2)[CH2:6][CH2:5]1. (6) Given the reactants [CH3:1][C:2]1[C:6]([CH2:7][N:8]2[CH2:13][CH2:12][N:11]([C:14]3[C:19]([C:20]4[CH:25]=[CH:24][C:23]([F:26])=[CH:22][CH:21]=4)=[N:18][CH:17]=[CH:16][N:15]=3)[CH2:10][CH2:9]2)=[C:5]([CH3:27])[NH:4][N:3]=1.[CH3:28][S:29](Cl)(=[O:31])=[O:30], predict the reaction product. The product is: [F:26][C:23]1[CH:24]=[CH:25][C:20]([C:19]2[C:14]([N:11]3[CH2:12][CH2:13][N:8]([CH2:7][C:6]4[C:5]([CH3:27])=[N:4][N:3]([S:29]([CH3:28])(=[O:31])=[O:30])[C:2]=4[CH3:1])[CH2:9][CH2:10]3)=[N:15][CH:16]=[CH:17][N:18]=2)=[CH:21][CH:22]=1. (7) Given the reactants [C:1]([NH2:5])([CH3:4])([CH3:3])[CH3:2].CN1CCOCC1.[Cl:13][CH2:14][S:15](Cl)(=[O:17])=[O:16], predict the reaction product. The product is: [C:1]([NH:5][S:15]([CH2:14][Cl:13])(=[O:17])=[O:16])([CH3:4])([CH3:3])[CH3:2]. (8) Given the reactants [CH3:1][CH2:2][NH:3][C:4]([C@H:6]1[N:10]([C:11]([C@@H:13]([NH:21][C:22]([C@@H:24]([NH:29][C:30]([C@H:32]([NH:37][C:38]([C@@H:40]([NH:49][C:50]([C@@H:52]([NH:55][C:56]([C@@H:58]([NH:69][C:70]([C@@H:72]([NH:79][C:80]([C@H:82]2[NH:87][C:85](=[O:86])[CH2:84][CH2:83]2)=[O:81])[CH2:73][C:74]2[N:78]=[CH:77][NH:76][CH:75]=2)=[O:71])[CH2:59][C:60]2[C:64]3[CH:65]=[CH:66][CH:67]=[CH:68][C:63]=3[NH:62][CH:61]=2)=[O:57])[CH2:53][OH:54])=[O:51])[CH2:41][C:42]2[CH:43]=[CH:44][C:45]([OH:48])=[CH:46][CH:47]=2)=[O:39])[CH2:33][CH:34]([CH3:36])[CH3:35])=[O:31])[CH2:25][CH:26]([CH3:28])[CH3:27])=[O:23])[CH2:14][CH2:15][CH2:16][NH:17][C:18]([NH2:20])=[NH:19])=[O:12])[CH2:9][CH2:8][CH2:7]1)=[O:5].[CH3:88][C:89]([OH:91])=[O:90].CC(C[C@H](NC(CNC([C@@H](NC([C@@H](NC([C@@H](NC([C@@H](NC([C@H]1NC(=O)CC1)=O)CC1NC=NC=1)=O)CC1C2C=CC=CC=2NC=1)=O)CO)=O)CC1C=CC(O)=CC=1)=O)=O)C(N[C@H](C(N1[C@H](C(NCC(N)=O)=O)CCC1)=O)CCCNC(N)=N)=O)C.CC(O)=O, predict the reaction product. The product is: [CH3:1][CH2:2][NH:3][C:4]([C@H:6]1[N:10]([C:11]([C@@H:13]([NH:21][C:22]([C@@H:24]([NH:29][C:30]([C@H:32]([NH:37][C:38]([C@@H:40]([NH:49][C:50]([C@@H:52]([NH:55][C:56]([C@@H:58]([NH:69][C:70]([C@@H:72]([NH:79][C:80]([C@H:82]2[NH:87][C:85](=[O:86])[CH2:84][CH2:83]2)=[O:81])[CH2:73][C:74]2[N:78]=[CH:77][NH:76][CH:75]=2)=[O:71])[CH2:59][C:60]2[C:64]3[CH:65]=[CH:66][CH:67]=[CH:68][C:63]=3[NH:62][CH:61]=2)=[O:57])[CH2:53][OH:54])=[O:51])[CH2:41][C:42]2[CH:47]=[CH:46][C:45]([OH:48])=[CH:44][CH:43]=2)=[O:39])[CH2:33][CH:34]([CH3:36])[CH3:35])=[O:31])[CH2:25][CH:26]([CH3:28])[CH3:27])=[O:23])[CH2:14][CH2:15][CH2:16][NH:17][C:18]([NH2:20])=[NH:19])=[O:12])[CH2:9][CH2:8][CH2:7]1)=[O:5].[CH3:88][C:89]([OH:91])=[O:90].[CH3:1][CH2:2][NH:3][C:4]([C@H:6]1[N:10]([C:11]([C@@H:13]([NH:21][C:22]([C@@H:24]([NH:29][C:30]([C@H:32]([NH:37][C:38]([C@@H:40]([NH:49][C:50]([C@@H:52]([NH:55][C:56]([C@@H:58]([NH:69][C:70]([C@@H:72]([NH:79][C:80]([C@H:82]2[NH:87][C:85](=[O:86])[CH2:84][CH2:83]2)=[O:81])[CH2:73][C:74]2[N:78]=[CH:77][NH:76][CH:75]=2)=[O:71])[CH2:59][C:60]2[C:64]3[CH:65]=[CH:66][CH:67]=[CH:68][C:63]=3[NH:62][CH:61]=2)=[O:57])[CH2:53][OH:54])=[O:51])[CH2:41][C:42]2[CH:47]=[CH:46][C:45]([OH:48])=[CH:44][CH:43]=2)=[O:39])[CH2:33][CH:34]([CH3:36])[CH3:35])=[O:31])[CH2:25][CH:26]([CH3:28])[CH3:27])=[O:23])[CH2:14][CH2:15][CH2:16][NH:17][C:18]([NH2:20])=[NH:19])=[O:12])[CH2:9][CH2:8][CH2:7]1)=[O:5]. (9) Given the reactants [CH:1]1[CH:6]=[CH:5][C:4]([C@@H:7]([NH2:11])[C:8]([OH:10])=[O:9])=[CH:3][CH:2]=1.C([O-])(O)=O.[Na+].[CH2:17]([O:19][C:20](Cl)=[O:21])[CH3:18].Cl, predict the reaction product. The product is: [CH2:17]([O:19][C:20]([NH:11][C@H:7]([C:4]1[CH:3]=[CH:2][CH:1]=[CH:6][CH:5]=1)[C:8]([OH:10])=[O:9])=[O:21])[CH3:18]. (10) Given the reactants [NH2:1][C:2]1[N:11]=[CH:10][C:9]2[C:4](=[CH:5][CH:6]=[C:7]([C:12]3[CH:13]=[CH:14][C:15](F)=[C:16]([CH:38]=3)[C:17]([NH:19][C:20]3[CH:25]=[C:24]([C:26]([F:29])([F:28])[F:27])[CH:23]=[CH:22][C:21]=3[N:30]([CH2:32][CH2:33][CH2:34][N:35]([CH3:37])[CH3:36])[CH3:31])=[O:18])[CH:8]=2)[N:3]=1.[CH3:40][C:41]([O-:44])(C)C.[K+].C(O)C, predict the reaction product. The product is: [NH2:1][C:2]1[N:11]=[CH:10][C:9]2[C:4](=[CH:5][CH:6]=[C:7]([C:12]3[CH:13]=[CH:14][C:15]([O:44][CH2:41][CH3:40])=[C:16]([CH:38]=3)[C:17]([NH:19][C:20]3[CH:25]=[C:24]([C:26]([F:27])([F:28])[F:29])[CH:23]=[CH:22][C:21]=3[N:30]([CH2:32][CH2:33][CH2:34][N:35]([CH3:36])[CH3:37])[CH3:31])=[O:18])[CH:8]=2)[N:3]=1.